Dataset: Reaction yield outcomes from USPTO patents with 853,638 reactions. Task: Predict the reaction yield, written as a fraction of the theoretical maximum amount of product (1.0 means a 100% yield; for example, 0.34 means a 34% yield). The catalyst is O1CCCC1. The yield is 0.740. The reactants are C[O:2][C:3]([C:5]1([NH:11][C:12]([O:14][CH2:15][C:16]2[O:17][CH:18]=[CH:19][CH:20]=2)=[O:13])[CH2:10][CH2:9][CH2:8][CH2:7][CH2:6]1)=[O:4].[OH-].[Na+]. The product is [O:17]1[CH:18]=[CH:19][CH:20]=[C:16]1[CH2:15][O:14][C:12]([NH:11][C:5]1([C:3]([OH:4])=[O:2])[CH2:10][CH2:9][CH2:8][CH2:7][CH2:6]1)=[O:13].